Dataset: Catalyst prediction with 721,799 reactions and 888 catalyst types from USPTO. Task: Predict which catalyst facilitates the given reaction. (1) Reactant: [CH3:1][N:2]([C:10]1[CH:15]=[CH:14][C:13]([C:16]2[CH:21]=[CH:20][N:19]=[C:18]3[N:22]([S:26]([C:29]4[CH:34]=[CH:33][CH:32]=[CH:31][CH:30]=4)(=[O:28])=[O:27])[C:23]([CH3:25])=[CH:24][C:17]=23)=[CH:12][CH:11]=1)C(=O)OC(C)(C)C.C(O)(C(F)(F)F)=O. Product: [CH3:1][NH:2][C:10]1[CH:11]=[CH:12][C:13]([C:16]2[CH:21]=[CH:20][N:19]=[C:18]3[N:22]([S:26]([C:29]4[CH:34]=[CH:33][CH:32]=[CH:31][CH:30]=4)(=[O:27])=[O:28])[C:23]([CH3:25])=[CH:24][C:17]=23)=[CH:14][CH:15]=1. The catalyst class is: 2. (2) Reactant: C([O:5][CH2:6][CH:7]1[N:11]([C:12]2[CH:19]=[CH:18][C:15]([C:16]#[N:17])=[C:14]([Cl:20])[CH:13]=2)[C:10](=[O:21])[C:9]([CH3:23])([CH3:22])[C:8]1=[O:24])(C)(C)C.FC(F)(F)C(O)=O.C(=O)([O-])O.[Na+]. Product: [Cl:20][C:14]1[CH:13]=[C:12]([N:11]2[CH:7]([CH2:6][OH:5])[C:8](=[O:24])[C:9]([CH3:22])([CH3:23])[C:10]2=[O:21])[CH:19]=[CH:18][C:15]=1[C:16]#[N:17]. The catalyst class is: 6. (3) Reactant: O[C:2]1[CH:9]=[C:8]([C:10]2[CH:15]=[CH:14][CH:13]=[CH:12][C:11]=2[CH3:16])[C:5]([C:6]#[N:7])=[CH:4][N:3]=1.P(Cl)(Cl)([Cl:19])=O. Product: [Cl:19][C:2]1[CH:9]=[C:8]([C:10]2[CH:15]=[CH:14][CH:13]=[CH:12][C:11]=2[CH3:16])[C:5]([C:6]#[N:7])=[CH:4][N:3]=1. The catalyst class is: 4. (4) Reactant: O.[CH:2]([C:4]1[CH:9]=[CH:8][CH:7]=[CH:6][C:5]=1B(O)O)=[O:3].Br[C:14]1[CH:15]=[N:16][CH:17]=[CH:18][CH:19]=1.C(=O)([O-])[O-].[K+].[K+]. Product: [N:16]1[CH:17]=[CH:18][CH:19]=[C:14]([C:5]2[CH:6]=[CH:7][CH:8]=[CH:9][C:4]=2[CH:2]=[O:3])[CH:15]=1. The catalyst class is: 790. (5) Reactant: [CH3:1][Si:2]([CH2:5][NH:6][CH2:7][CH2:8][CH2:9][CH3:10])([CH3:4])[CH3:3].[CH2:11]=O.CO.[C:15]([O-:18])([O-])=O.[K+].[K+]. Product: [CH3:11][O:18][CH2:15][N:6]([CH2:5][Si:2]([CH3:4])([CH3:3])[CH3:1])[CH2:7][CH2:8][CH2:9][CH3:10]. The catalyst class is: 237.